The task is: Regression. Given a peptide amino acid sequence and an MHC pseudo amino acid sequence, predict their binding affinity value. This is MHC class II binding data.. This data is from Peptide-MHC class II binding affinity with 134,281 pairs from IEDB. (1) The peptide sequence is VENVRVAYGKCDSAG. The MHC is DRB4_0103 with pseudo-sequence DRB4_0103. The binding affinity (normalized) is 0.496. (2) The peptide sequence is HVTRGAFLVRNGKKL. The MHC is HLA-DQA10102-DQB10501 with pseudo-sequence HLA-DQA10102-DQB10501. The binding affinity (normalized) is 0. (3) The peptide sequence is EKKYFAATQVEPLAA. The MHC is DRB1_0701 with pseudo-sequence DRB1_0701. The binding affinity (normalized) is 0.804. (4) The peptide sequence is VPRDLEVVAATPTSL. The MHC is DRB1_1602 with pseudo-sequence DRB1_1602. The binding affinity (normalized) is 0.395. (5) The peptide sequence is MYRELLELVAADVES. The MHC is HLA-DPA10201-DPB11401 with pseudo-sequence HLA-DPA10201-DPB11401. The binding affinity (normalized) is 0.191.